Dataset: Cav3 T-type calcium channel HTS with 100,875 compounds. Task: Binary Classification. Given a drug SMILES string, predict its activity (active/inactive) in a high-throughput screening assay against a specified biological target. (1) The compound is O(C(=O)c1cc(cc([N+]([O-])=O)c1)C(=O)Nc1nc(ccc1)C)C. The result is 0 (inactive). (2) The drug is O=C(Nc1ccc(CC(OC)=O)cc1)c1cc(c(cc1)C)C. The result is 0 (inactive). (3) The compound is S(CC(=O)NC1CCCCC1)c1n(Cc2occc2)c(=O)c2c(n1)cc(cc2)C(=O)NCCOC. The result is 0 (inactive). (4) The drug is o1c2c(cc3c(oc(=O)cc3)c2OC(=O)C)cc1. The result is 0 (inactive). (5) The drug is O=C(Nc1ccc(cc1)C(OC)=O)C1CCN(CC1)C(=O)c1cc(OC)c(OC)c(OC)c1. The result is 0 (inactive).